From a dataset of Forward reaction prediction with 1.9M reactions from USPTO patents (1976-2016). Predict the product of the given reaction. Given the reactants [Cl:1][C:2]1[N:7]=[C:6]([C:8]([NH2:10])=[O:9])[CH:5]=[C:4](Cl)[N:3]=1.Cl.[NH:13]1[CH2:18][CH2:17][O:16][CH2:15][CH:14]1[CH2:19][OH:20].CCN(C(C)C)C(C)C, predict the reaction product. The product is: [Cl:1][C:2]1[N:7]=[C:6]([C:8]([NH2:10])=[O:9])[CH:5]=[C:4]([N:13]2[CH2:18][CH2:17][O:16][CH2:15][CH:14]2[CH2:19][OH:20])[N:3]=1.